This data is from Forward reaction prediction with 1.9M reactions from USPTO patents (1976-2016). The task is: Predict the product of the given reaction. (1) Given the reactants Cl[CH2:2][CH2:3][CH2:4][O:5][C:6]1[CH:11]=[CH:10][C:9]([N:12]2[CH2:17][CH2:16][N:15]([C:18]([O:20][C:21]([CH3:24])([CH3:23])[CH3:22])=[O:19])[CH2:14][C:13]2=[O:25])=[CH:8][CH:7]=1.C(=O)([O-])[O-].[K+].[K+].[I-].[K+].Cl.[CH3:35][C@H:36]1[CH2:40][CH2:39][CH2:38][NH:37]1, predict the reaction product. The product is: [CH3:35][C@H:36]1[CH2:40][CH2:39][CH2:38][N:37]1[CH2:2][CH2:3][CH2:4][O:5][C:6]1[CH:11]=[CH:10][C:9]([N:12]2[CH2:17][CH2:16][N:15]([C:18]([O:20][C:21]([CH3:24])([CH3:23])[CH3:22])=[O:19])[CH2:14][C:13]2=[O:25])=[CH:8][CH:7]=1. (2) Given the reactants [CH2:1]([O:5][C:6]1[N:14]=[C:13]2[C:9]([N:10]=[C:11](Br)[N:12]2[C:15]2[CH:16]=[N:17][C:18]([O:21][CH2:22][CH2:23][CH2:24][CH2:25][OH:26])=[CH:19][CH:20]=2)=[C:8]([NH2:28])[N:7]=1)[CH2:2][CH2:3][CH3:4].[OH-:29].[Na+].[CH3:31]O, predict the reaction product. The product is: [CH2:1]([O:5][C:6]1[N:14]=[C:13]2[C:9]([N:10]=[C:11]([O:29][CH3:31])[N:12]2[C:15]2[CH:16]=[N:17][C:18]([O:21][CH2:22][CH2:23][CH2:24][CH2:25][OH:26])=[CH:19][CH:20]=2)=[C:8]([NH2:28])[N:7]=1)[CH2:2][CH2:3][CH3:4]. (3) The product is: [NH2:12][C:9]1[C:10]([CH3:11])=[C:5]2[C:4]([CH:15]3[CH2:20][CH2:19][N:18]([C:21]([O:23][C:24]([CH3:25])([CH3:26])[CH3:27])=[O:22])[CH2:17][CH2:16]3)=[CH:3][N:2]([CH3:1])[C:6]2=[N:7][CH:8]=1. Given the reactants [CH3:1][N:2]1[C:6]2=[N:7][CH:8]=[C:9]([N+:12]([O-])=O)[C:10]([CH3:11])=[C:5]2[C:4]([C:15]2[CH2:16][CH2:17][N:18]([C:21]([O:23][C:24]([CH3:27])([CH3:26])[CH3:25])=[O:22])[CH2:19][CH:20]=2)=[CH:3]1.[H][H], predict the reaction product. (4) The product is: [Cl:5][C:6]1[CH:7]=[C:8]2[C:12](=[CH:13][CH:14]=1)[C:11](=[O:15])[N:10]([C:16]1[CH:17]=[N:18][CH:19]=[C:20]([CH2:22][Cl:3])[CH:21]=1)[C:9]2([CH3:25])[CH3:24]. Given the reactants S(Cl)([Cl:3])=O.[Cl:5][C:6]1[CH:7]=[C:8]2[C:12](=[CH:13][CH:14]=1)[C:11](=[O:15])[N:10]([C:16]1[CH:17]=[N:18][CH:19]=[C:20]([CH2:22]O)[CH:21]=1)[C:9]2([CH3:25])[CH3:24], predict the reaction product. (5) Given the reactants C[O:2][C:3](=[O:34])[CH2:4][C@:5]1([CH2:31][CH2:32][CH3:33])[C:10]2[NH:11][C:12]3[C:17]([C:9]=2[CH2:8][CH2:7][O:6]1)=[C:16]([C:18]#[N:19])[CH:15]=[C:14]([O:20][CH2:21][C:22]1[N:26]=[C:25]([N:27]([CH3:29])[CH3:28])[S:24][N:23]=1)[C:13]=3[CH3:30].[OH-].[Na+], predict the reaction product. The product is: [C:18]([C:16]1[CH:15]=[C:14]([O:20][CH2:21][C:22]2[N:26]=[C:25]([N:27]([CH3:28])[CH3:29])[S:24][N:23]=2)[C:13]([CH3:30])=[C:12]2[C:17]=1[C:9]1[CH2:8][CH2:7][O:6][C@@:5]([CH2:4][C:3]([OH:34])=[O:2])([CH2:31][CH2:32][CH3:33])[C:10]=1[NH:11]2)#[N:19]. (6) Given the reactants [CH3:1][C:2]1[C:7]([CH2:8][NH:9][CH:10]2[CH2:15][CH2:14][N:13]([CH2:16][C:17]([OH:19])=O)[CH2:12][CH2:11]2)=[CH:6][CH:5]=[CH:4][N:3]=1.Cl.[Cl:21][C:22]1[CH:27]=[CH:26][C:25]([CH:28]([C:30]2[CH:35]=[CH:34][CH:33]=[CH:32][CH:31]=2)[NH2:29])=[C:24]([CH3:36])[CH:23]=1.C(Cl)CCl.C1C=CC2N(O)N=NC=2C=1.CCN(C(C)C)C(C)C, predict the reaction product. The product is: [Cl:21][C:22]1[CH:27]=[CH:26][C:25]([CH:28]([C:30]2[CH:31]=[CH:32][CH:33]=[CH:34][CH:35]=2)[NH:29][C:17](=[O:19])[CH2:16][N:13]2[CH2:12][CH2:11][CH:10]([NH:9][CH2:8][C:7]3[C:2]([CH3:1])=[N:3][CH:4]=[CH:5][CH:6]=3)[CH2:15][CH2:14]2)=[C:24]([CH3:36])[CH:23]=1. (7) Given the reactants [CH3:1][C:2]1([CH3:34])[CH2:7][O:6][CH2:5][CH2:4][N:3]1[C:8]([C:10]1[N:11]=[C:12](/[CH:29]=[CH:30]/[CH2:31][O:32][CH3:33])[N:13]2[C:22]3[C:17](=[CH:18][C:19]([O:27][CH3:28])=[C:20]([O:23][CH:24]([CH3:26])[CH3:25])[CH:21]=3)[CH2:16][CH2:15][C:14]=12)=[O:9].[H][H].C(N(CC)CC)C, predict the reaction product. The product is: [CH3:34][C:2]1([CH3:1])[CH2:7][O:6][CH2:5][CH2:4][N:3]1[C:8]([C:10]1[N:11]=[C:12]([CH2:29][CH2:30][CH2:31][O:32][CH3:33])[N:13]2[C:22]3[C:17](=[CH:18][C:19]([O:27][CH3:28])=[C:20]([O:23][CH:24]([CH3:26])[CH3:25])[CH:21]=3)[CH2:16][CH2:15][C:14]=12)=[O:9]. (8) Given the reactants C([O:3][C:4](=[O:33])[C:5]([O:8][C:9]1[CH:14]=[CH:13][C:12]([NH:15][CH2:16][CH2:17][N:18]2[C:23](=[O:24])[C:22]3[N:25]([CH3:31])[N:26]=[C:27]([CH2:28][CH2:29][CH3:30])[C:21]=3[N:20]=[C:19]2[CH3:32])=[CH:11][CH:10]=1)([CH3:7])[CH3:6])C.C(=O)([O-])[O-].[Na+].[Na+], predict the reaction product. The product is: [CH3:31][N:25]1[C:22]2[C:23](=[O:24])[N:18]([CH2:17][CH2:16][NH:15][C:12]3[CH:13]=[CH:14][C:9]([O:8][C:5]([CH3:7])([CH3:6])[C:4]([OH:33])=[O:3])=[CH:10][CH:11]=3)[C:19]([CH3:32])=[N:20][C:21]=2[C:27]([CH2:28][CH2:29][CH3:30])=[N:26]1. (9) Given the reactants [CH2:1]([N:8]1[C:16]2[C:11](=[CH:12][CH:13]=[C:14]([C:17]([NH:19][NH2:20])=[O:18])[CH:15]=2)[C:10]([C:21]([NH:23][CH2:24][C:25]2[CH:30]=[CH:29][C:28]([F:31])=[C:27]([F:32])[CH:26]=2)=[O:22])=[C:9]1[CH:33]([CH3:35])[CH3:34])[C:2]1[CH:7]=[CH:6][CH:5]=[CH:4][CH:3]=1.[CH:36](OCC)(OCC)OCC, predict the reaction product. The product is: [CH2:1]([N:8]1[C:16]2[C:11](=[CH:12][CH:13]=[C:14]([C:17]3[O:18][CH:36]=[N:20][N:19]=3)[CH:15]=2)[C:10]([C:21]([NH:23][CH2:24][C:25]2[CH:30]=[CH:29][C:28]([F:31])=[C:27]([F:32])[CH:26]=2)=[O:22])=[C:9]1[CH:33]([CH3:35])[CH3:34])[C:2]1[CH:7]=[CH:6][CH:5]=[CH:4][CH:3]=1. (10) Given the reactants C([NH:9][C@@H:10]([CH2:13][C:14]1[CH:19]=[CH:18][N:17]=[CH:16][CH:15]=1)[CH2:11][OH:12])(=O)C1C=CC=CC=1, predict the reaction product. The product is: [NH2:9][C@@H:10]([CH2:13][C:14]1[CH:15]=[CH:16][N:17]=[CH:18][CH:19]=1)[CH2:11][OH:12].